From a dataset of Full USPTO retrosynthesis dataset with 1.9M reactions from patents (1976-2016). Predict the reactants needed to synthesize the given product. (1) Given the product [NH2:1][C:2]1[C:7]([C:8]2[CH:9]=[C:10]([NH:14][S:15]([C:18]3[CH:23]=[CH:22][C:21]([OH:24])=[CH:20][CH:19]=3)(=[O:17])=[O:16])[CH:11]=[N:12][CH:13]=2)=[C:6]([NH:26][C@H:27]([C:29]2[N:34]([C:35]3[CH:40]=[CH:39][CH:38]=[CH:37][CH:36]=3)[C:33](=[O:41])[C:32]3=[C:42]([CH3:45])[CH:43]=[CH:44][N:31]3[N:30]=2)[CH3:28])[N:5]=[CH:4][N:3]=1, predict the reactants needed to synthesize it. The reactants are: [NH2:1][C:2]1[C:7]([C:8]2[CH:9]=[C:10]([NH:14][S:15]([C:18]3[CH:23]=[CH:22][C:21]([O:24]C)=[CH:20][CH:19]=3)(=[O:17])=[O:16])[CH:11]=[N:12][CH:13]=2)=[C:6]([NH:26][C@H:27]([C:29]2[N:34]([C:35]3[CH:40]=[CH:39][CH:38]=[CH:37][CH:36]=3)[C:33](=[O:41])[C:32]3=[C:42]([CH3:45])[CH:43]=[CH:44][N:31]3[N:30]=2)[CH3:28])[N:5]=[CH:4][N:3]=1.B(Br)(Br)Br. (2) Given the product [F:43][C:37]1[CH:38]=[C:39]([F:42])[CH:40]=[CH:41][C:36]=1[O:35][CH:32]1[CH2:31][CH2:30][N:29]([C:19]2[N:18]=[C:17]3[CH2:16][NH:15][CH2:24][CH2:23][C:22]3=[N:21][C:20]=2[NH:25][CH:26]([CH3:28])[CH3:27])[CH2:34][CH2:33]1.[C:2]([OH:3])([C:4]([F:7])([F:6])[F:5])=[O:1], predict the reactants needed to synthesize it. The reactants are: [OH:1][C:2]([C:4]([F:7])([F:6])[F:5])=[O:3].C([N:15]1[CH2:24][CH2:23][C:22]2[C:17](=[N:18][C:19]([N:29]3[CH2:34][CH2:33][CH:32]([O:35][C:36]4[CH:41]=[CH:40][C:39]([F:42])=[CH:38][C:37]=4[F:43])[CH2:31][CH2:30]3)=[C:20]([NH:25][CH:26]([CH3:28])[CH3:27])[N:21]=2)[CH2:16]1)C1C=CC=CC=1. (3) Given the product [C:10]([C:14]1[CH:19]=[CH:18][C:17]([C:2]2[N:4]=[C:5]([C:21]3[CH:25]=[CH:15][C:14]([C:10]([CH3:13])([CH3:12])[CH3:11])=[CH:23][CH:22]=3)[N:7]=[C:8]([Cl:9])[N:1]=2)=[CH:16][CH:15]=1)([CH3:13])([CH3:12])[CH3:11], predict the reactants needed to synthesize it. The reactants are: [N:1]1[C:8]([Cl:9])=[N:7][C:5](Cl)=[N:4][C:2]=1Cl.[C:10]([C:14]1[CH:19]=[CH:18][C:17]([Li])=[CH:16][CH:15]=1)([CH3:13])([CH3:12])[CH3:11].[CH2:21]1[CH2:25]O[CH2:23][CH2:22]1. (4) Given the product [CH3:9][N:10]1[C:23]2[C:18](=[CH:19][CH:20]=[CH:21][CH:22]=2)[CH:17]([C:24]([O:26][CH3:27])=[O:25])[C:16]2[CH:15]=[CH:14][CH:13]=[CH:12][C:11]1=2, predict the reactants needed to synthesize it. The reactants are: FC(F)(F)S([O-])(=O)=O.[CH3:9][N+:10]1[C:23]2[C:18](=[CH:19][CH:20]=[CH:21][CH:22]=2)[C:17]([C:24]([O:26][CH3:27])=[O:25])=[C:16]2[C:11]=1[CH:12]=[CH:13][CH:14]=[CH:15]2. (5) Given the product [Cl:18][C:13]1[CH:14]=[CH:15][CH:16]=[CH:17][C:12]=1[S:9]([NH:8][CH2:7][C:4]1[S:3][C:2]([C:27]2[CH:26]=[CH:25][CH:24]=[C:23]([S:20]([CH3:19])(=[O:22])=[O:21])[CH:28]=2)=[N:6][CH:5]=1)(=[O:11])=[O:10], predict the reactants needed to synthesize it. The reactants are: Br[C:2]1[S:3][C:4]([CH2:7][NH:8][S:9]([C:12]2[CH:17]=[CH:16][CH:15]=[CH:14][C:13]=2[Cl:18])(=[O:11])=[O:10])=[CH:5][N:6]=1.[CH3:19][S:20]([C:23]1[CH:24]=[C:25](B(O)O)[CH:26]=[CH:27][CH:28]=1)(=[O:22])=[O:21].C([O-])([O-])=O.[Na+].[Na+]. (6) The reactants are: [Cl:1][C:2]1[CH:3]=[C:4]([N:11]2[C:15]3[C:16]4[S:20][C:19]([NH:21][C:22](=[O:24])[CH3:23])=[N:18][C:17]=4[CH2:25][CH2:26][C:14]=3[C:13]([CH:27]3[CH2:29][CH2:28]3)=[N:12]2)[CH:5]=[CH:6][C:7]=1[N+:8]([O-])=O. Given the product [NH2:8][C:7]1[CH:6]=[CH:5][C:4]([N:11]2[C:15]3[C:16]4[S:20][C:19]([NH:21][C:22](=[O:24])[CH3:23])=[N:18][C:17]=4[CH2:25][CH2:26][C:14]=3[C:13]([CH:27]3[CH2:28][CH2:29]3)=[N:12]2)=[CH:3][C:2]=1[Cl:1], predict the reactants needed to synthesize it. (7) Given the product [N:5]1([CH2:8][C:9]([NH:11][C:12]2[CH:13]=[C:14]([CH:38]=[C:39]([C:41]([F:43])([F:42])[F:44])[CH:40]=2)[C:15]([NH:17][C:18]2[CH:19]=[C:20]([C:24]3[N:29]4[N:30]=[CH:31][C:32]([C:33]([O:35][CH2:36][CH3:37])=[O:34])=[C:28]4[N:27]=[CH:26][CH:25]=3)[CH:21]=[CH:22][CH:23]=2)=[O:16])=[O:10])[CH2:4][CH2:3][O:48][CH2:7][CH2:6]1, predict the reactants needed to synthesize it. The reactants are: CN1[CH2:7][CH2:6][N:5]([CH2:8][C:9]([NH:11][C:12]2[CH:13]=[C:14]([CH:38]=[C:39]([C:41]([F:44])([F:43])[F:42])[CH:40]=2)[C:15]([NH:17][C:18]2[CH:19]=[C:20]([C:24]3[N:29]4[N:30]=[CH:31][C:32]([C:33]([O:35][CH2:36][CH3:37])=[O:34])=[C:28]4[N:27]=[CH:26][CH:25]=3)[CH:21]=[CH:22][CH:23]=2)=[O:16])=[O:10])[CH2:4][CH2:3]1.ClCC(NC1C=C(C=C(C(F)(F)F)C=1)C(NC1C=C(C2N3N=CC(C(OCC)=O)=C3N=CC=2)C=CC=1)=O)=[O:48].N1CCOCC1. (8) Given the product [S:32]([C:27]1[CH:26]=[CH:25][C:30]([CH3:1])=[CH:29][CH:28]=1)([OH:35])(=[O:33])=[O:34].[CH3:1][S:2][CH:3]1[N:7]([CH3:8])[C:6]2[CH:9]=[CH:10][CH:11]=[CH:12][C:5]=2[O:4]1, predict the reactants needed to synthesize it. The reactants are: [CH3:1][S:2][CH:3]1[N:7]([CH3:8])[C:6]2[CH:9]=[CH:10][CH:11]=[CH:12][C:5]=2[O:4]1.CSC1OC2C=CC=CC=2N=1.C[C:25]1[CH:26]=[C:27]([S:32]([O-:35])(=[O:34])=[O:33])[C:28](C)=[CH:29][CH:30]=1. (9) Given the product [CH3:1][O:2][C:3]1[CH:18]=[CH:17][C:6]([CH2:7][O:8][C:9]2[CH:16]=[CH:15][C:12]([CH:13]=[N:20][OH:21])=[CH:11][CH:10]=2)=[CH:5][CH:4]=1, predict the reactants needed to synthesize it. The reactants are: [CH3:1][O:2][C:3]1[CH:18]=[CH:17][C:6]([CH2:7][O:8][C:9]2[CH:16]=[CH:15][C:12]([CH:13]=O)=[CH:11][CH:10]=2)=[CH:5][CH:4]=1.Cl.[NH2:20][OH:21].[OH-].[Na+].C(O)(=O)C.